The task is: Predict which catalyst facilitates the given reaction.. This data is from Catalyst prediction with 721,799 reactions and 888 catalyst types from USPTO. (1) Reactant: [Cl:1][C:2]1[CH:24]=[CH:23][C:5]([CH2:6][NH:7][C:8]([C:10]2[CH:19]=[CH:18][C:13]([C:14]([O:16]C)=O)=[C:12]([N:20]=[C:21]=[S:22])[CH:11]=2)=[O:9])=[CH:4][CH:3]=1.[CH3:25][O:26][C:27]1[N:32]=[CH:31][C:30]([NH2:33])=[CH:29][CH:28]=1. Product: [Cl:1][C:2]1[CH:3]=[CH:4][C:5]([CH2:6][NH:7][C:8]([C:10]2[CH:11]=[C:12]3[C:13]([C:14](=[O:16])[N:33]([C:30]4[CH:31]=[N:32][C:27]([O:26][CH3:25])=[CH:28][CH:29]=4)[C:21](=[S:22])[NH:20]3)=[CH:18][CH:19]=2)=[O:9])=[CH:23][CH:24]=1. The catalyst class is: 1. (2) Reactant: [C:1]1([CH:7]([NH:9][CH:10]2[C:14]3=[N:15][C:16]4[CH:17]=[CH:18][CH:19]=[CH:20][C:21]=4[C:22](=[O:23])[N:13]3[CH2:12][CH2:11]2)[CH3:8])[CH:6]=[CH:5][CH:4]=[CH:3][CH:2]=1.[CH2:24]([C:27]1[CH:32]=[CH:31][CH:30]=[CH:29][C:28]=1[N:33]=[C:34]=[O:35])[CH2:25][CH3:26]. Product: [O:23]=[C:22]1[C:21]2[CH:20]=[CH:19][CH:18]=[CH:17][C:16]=2[N:15]=[C:14]2[CH:10]([N:9]([CH:7]([C:1]3[CH:6]=[CH:5][CH:4]=[CH:3][CH:2]=3)[CH3:8])[C:34]([NH:33][C:28]3[CH:29]=[CH:30][CH:31]=[CH:32][C:27]=3[CH2:24][CH2:25][CH3:26])=[O:35])[CH2:11][CH2:12][N:13]12. The catalyst class is: 2.